From a dataset of Reaction yield outcomes from USPTO patents with 853,638 reactions. Predict the reaction yield, written as a fraction of the theoretical maximum amount of product (1.0 means a 100% yield; for example, 0.34 means a 34% yield). The reactants are [CH3:1][C@@H:2]([NH:13][CH2:14][CH2:15][CH2:16][C:17]1[CH:18]=[CH:19][CH:20]=[C:21]([C:23]([F:26])([F:25])[F:24])[CH:22]=1)[C:3]1[CH:4]=[CH:5][CH:6]=[C:7]2[CH:12]=[CH:11][CH:10]=[CH:9][C:8]=12.[ClH:27]. The catalyst is C1(C)C=CC=CC=1.CCCCCCC. The product is [CH3:1][C@@H:2]([NH:13][CH2:14][CH2:15][CH2:16][C:17]1[CH:18]=[CH:19][CH:20]=[C:21]([C:23]([F:24])([F:25])[F:26])[CH:22]=1)[C:3]1[CH:4]=[CH:5][CH:6]=[C:7]2[CH:12]=[CH:11][CH:10]=[CH:9][C:8]=12.[ClH:27]. The yield is 0.925.